From a dataset of Full USPTO retrosynthesis dataset with 1.9M reactions from patents (1976-2016). Predict the reactants needed to synthesize the given product. (1) The reactants are: [NH2:1][C:2]1[N:7]=[C:6]([NH:8][C@H:9]([C:11]2[N:16]=[C:15]3[CH:17]=[CH:18][N:19]([CH3:20])[C:14]3=[CH:13][C:12]=2[N:21]2[CH2:26][CH2:25][CH2:24][C@@H:23]([N:27]3C(=O)C4C(=CC=CC=4)C3=O)[CH2:22]2)[CH3:10])[C:5]([C:38]#[N:39])=[C:4]([CH3:40])[N:3]=1.O.NN.NN. Given the product [NH2:1][C:2]1[N:7]=[C:6]([NH:8][C@H:9]([C:11]2[N:16]=[C:15]3[CH:17]=[CH:18][N:19]([CH3:20])[C:14]3=[CH:13][C:12]=2[N:21]2[CH2:26][CH2:25][CH2:24][C@@H:23]([NH2:27])[CH2:22]2)[CH3:10])[C:5]([C:38]#[N:39])=[C:4]([CH3:40])[N:3]=1, predict the reactants needed to synthesize it. (2) Given the product [CH3:1][O:2][C:3]([C:5]1[N:6]([CH2:25][C:26]2[CH:27]=[CH:28][CH:29]=[CH:30][CH:31]=2)[C:7](=[O:24])[C:8]2[C:13]([C:14]=1[C:39]1[CH:40]=[CH:41][C:36]([S:33]([CH3:32])(=[O:35])=[O:34])=[CH:37][CH:38]=1)=[CH:12][C:11]([Cl:23])=[CH:10][CH:9]=2)=[O:4], predict the reactants needed to synthesize it. The reactants are: [CH3:1][O:2][C:3]([C:5]1[N:6]([CH2:25][C:26]2[CH:31]=[CH:30][CH:29]=[CH:28][CH:27]=2)[C:7](=[O:24])[C:8]2[C:13]([C:14]=1OS(C(F)(F)F)(=O)=O)=[CH:12][C:11]([Cl:23])=[CH:10][CH:9]=2)=[O:4].[CH3:32][S:33]([C:36]1[CH:41]=[CH:40][C:39](B(O)O)=[CH:38][CH:37]=1)(=[O:35])=[O:34]. (3) Given the product [NH2:61][C:8]1[N:13]=[C:12]([CH2:14][N:15]([CH3:52])[C:16]([C:18]2[CH:51]=[CH:50][C:21]([CH2:22][C@H:23]3[CH2:27][CH2:26][C@@H:25]([C@H:28]([O:35][Si:36]([C:39]([CH3:42])([CH3:41])[CH3:40])([CH3:38])[CH3:37])[C:29]4[CH:34]=[CH:33][CH:32]=[CH:31][CH:30]=4)[N:24]3[C:43]([O:45][C:46]([CH3:49])([CH3:48])[CH3:47])=[O:44])=[CH:20][CH:19]=2)=[O:17])[CH:11]=[CH:10][CH:9]=1, predict the reactants needed to synthesize it. The reactants are: C([O-])([O-])=O.[Cs+].[Cs+].Br[C:8]1[N:13]=[C:12]([CH2:14][N:15]([CH3:52])[C:16]([C:18]2[CH:51]=[CH:50][C:21]([CH2:22][C@H:23]3[CH2:27][CH2:26][C@@H:25]([C@H:28]([O:35][Si:36]([C:39]([CH3:42])([CH3:41])[CH3:40])([CH3:38])[CH3:37])[C:29]4[CH:34]=[CH:33][CH:32]=[CH:31][CH:30]=4)[N:24]3[C:43]([O:45][C:46]([CH3:49])([CH3:48])[CH3:47])=[O:44])=[CH:20][CH:19]=2)=[O:17])[CH:11]=[CH:10][CH:9]=1.CC(CC(C)=O)=O.[OH-].[NH4+:61]. (4) Given the product [C:36]([C@H:33]1[CH2:34][CH2:35][C@H:30]([O:29][C:24]2[CH:25]=[C:26]3[C:21](=[CH:22][CH:23]=2)[CH:20]=[C:19]([CH2:18][NH:17][C:12]24[CH2:11][CH2:10][C:9]([C:7]([OH:8])=[O:6])([CH2:14][CH2:13]2)[CH2:16][CH2:15]4)[CH:28]=[CH:27]3)[CH2:31][CH2:32]1)([CH3:39])([CH3:37])[CH3:38], predict the reactants needed to synthesize it. The reactants are: O.[OH-].[Li+].O.C[O:6][C:7]([C:9]12[CH2:16][CH2:15][C:12]([NH:17][CH2:18][C:19]3[CH:28]=[CH:27][C:26]4[C:21](=[CH:22][CH:23]=[C:24]([O:29][C@H:30]5[CH2:35][CH2:34][C@H:33]([C:36]([CH3:39])([CH3:38])[CH3:37])[CH2:32][CH2:31]5)[CH:25]=4)[CH:20]=3)([CH2:13][CH2:14]1)[CH2:11][CH2:10]2)=[O:8].O1CCCC1.CO. (5) Given the product [Br:7][C:8]1[N:9]=[C:10]([NH:37][CH2:33][CH:34]([CH3:36])[CH3:35])[C:11]2[N:12]([C:14]([C:17]3[CH:28]=[CH:27][C:20]([C:21]([NH:23][CH:24]4[CH2:26][CH2:25]4)=[O:22])=[CH:19][CH:18]=3)=[CH:15][N:16]=2)[CH:13]=1, predict the reactants needed to synthesize it. The reactants are: CC(N(C)C)=O.[Br:7][C:8]1[N:9]=[C:10](S(C)(=O)=O)[C:11]2[N:12]([C:14]([C:17]3[CH:28]=[CH:27][C:20]([C:21]([NH:23][CH:24]4[CH2:26][CH2:25]4)=[O:22])=[CH:19][CH:18]=3)=[CH:15][N:16]=2)[CH:13]=1.[CH2:33]([NH2:37])[CH:34]([CH3:36])[CH3:35].O. (6) Given the product [CH2:4]([O:3][P:2]([C:10]1[CH:11]=[C:12](/[CH:16]=[CH:17]/[C:18]([O:20][C:21]([CH3:24])([CH3:23])[CH3:22])=[O:19])[CH:13]=[CH:14][CH:15]=1)([CH3:1])=[O:6])[CH3:5], predict the reactants needed to synthesize it. The reactants are: [CH3:1][P:2]([O:6]CC)[O:3][CH2:4][CH3:5].Br[C:10]1[CH:11]=[C:12](/[CH:16]=[CH:17]/[C:18]([O:20][C:21]([CH3:24])([CH3:23])[CH3:22])=[O:19])[CH:13]=[CH:14][CH:15]=1.C(N(CC)CC)C.